Dataset: Forward reaction prediction with 1.9M reactions from USPTO patents (1976-2016). Task: Predict the product of the given reaction. (1) The product is: [NH2:19][C@@H:16]1[CH2:15][CH2:14][C@H:13]([NH:12][C:10]([C:2]2[N:1]=[C:5]3[CH:6]=[CH:7][CH:8]=[CH:9][N:4]3[CH:3]=2)=[O:11])[CH2:18][CH2:17]1. Given the reactants [N:1]1[C:2]([C:10]([NH:12][C@@H:13]2[CH2:18][CH2:17][C@H:16]([NH:19]C(=O)OC(C)(C)C)[CH2:15][CH2:14]2)=[O:11])=[CH:3][N:4]2[CH:9]=[CH:8][CH:7]=[CH:6][C:5]=12, predict the reaction product. (2) Given the reactants [CH2:1]([O:8][C:9]1[CH:19]=[C:12]2[C:13](=[O:18])[NH:14][CH2:15][CH2:16][CH2:17][N:11]2[N:10]=1)[C:2]1[CH:7]=[CH:6][CH:5]=[CH:4][CH:3]=1.[CH2:20](Br)[C:21]1[CH:26]=[CH:25][CH:24]=[CH:23][CH:22]=1.[H-].[Na+], predict the reaction product. The product is: [CH2:20]([N:14]1[CH2:15][CH2:16][CH2:17][N:11]2[N:10]=[C:9]([O:8][CH2:1][C:2]3[CH:3]=[CH:4][CH:5]=[CH:6][CH:7]=3)[CH:19]=[C:12]2[C:13]1=[O:18])[C:21]1[CH:26]=[CH:25][CH:24]=[CH:23][CH:22]=1. (3) Given the reactants [NH2:1][C:2](=[N:20][OH:21])[CH:3]1[CH2:7][C:6]2([CH2:12][CH2:11][N:10]([C:13]([O:15]C(C)(C)C)=O)[CH2:9][CH2:8]2)[O:5][CH2:4]1.CCN(C(C)C)C(C)C.[F:31][C:32]([F:44])([F:43])[O:33][C:34]1[CH:42]=[CH:41][C:37]([C:38](Cl)=O)=[CH:36][CH:35]=1.Cl.O1CCOCC1.[CH3:52][C:53]1[C:57]([CH3:58])=[C:56]([NH:59]C(=O)OC2C=CC=CC=2)[O:55][N:54]=1, predict the reaction product. The product is: [CH3:52][C:53]1[C:57]([CH3:58])=[C:56]([NH:59][C:13]([N:10]2[CH2:9][CH2:8][C:6]3([O:5][CH2:4][CH:3]([C:2]4[N:1]=[C:38]([C:37]5[CH:41]=[CH:42][C:34]([O:33][C:32]([F:44])([F:43])[F:31])=[CH:35][CH:36]=5)[O:21][N:20]=4)[CH2:7]3)[CH2:12][CH2:11]2)=[O:15])[O:55][N:54]=1. (4) The product is: [F:1][C:2]1[CH:3]=[C:4]([CH:32]=[CH:33][CH:34]=1)[CH2:5][N:6]1[C:14]2[C:9](=[CH:10][C:11]([NH:15][C:16]3[C:25]4[C:20](=[CH:21][CH:22]=[CH:23][C:24]=4[O:26][C@@H:27]([CH3:31])[C:28]([N:35]4[CH2:40][CH2:39][O:38][CH2:37][CH2:36]4)=[O:29])[N:19]=[CH:18][N:17]=3)=[CH:12][CH:13]=2)[CH:8]=[N:7]1. Given the reactants [F:1][C:2]1[CH:3]=[C:4]([CH:32]=[CH:33][CH:34]=1)[CH2:5][N:6]1[C:14]2[C:9](=[CH:10][C:11]([NH:15][C:16]3[C:25]4[C:20](=[CH:21][CH:22]=[CH:23][C:24]=4[O:26][C@@H:27]([CH3:31])[C:28](O)=[O:29])[N:19]=[CH:18][N:17]=3)=[CH:12][CH:13]=2)[CH:8]=[N:7]1.[NH:35]1[CH2:40][CH2:39][O:38][CH2:37][CH2:36]1, predict the reaction product.